Dataset: Peptide-MHC class II binding affinity with 134,281 pairs from IEDB. Task: Regression. Given a peptide amino acid sequence and an MHC pseudo amino acid sequence, predict their binding affinity value. This is MHC class II binding data. (1) The peptide sequence is EHRWREIYNMVKFRM. The MHC is DRB5_0101 with pseudo-sequence DRB5_0101. The binding affinity (normalized) is 0.844. (2) The peptide sequence is EAAVKQAYAATVAAA. The MHC is DRB1_0401 with pseudo-sequence DRB1_0401. The binding affinity (normalized) is 0.518. (3) The MHC is HLA-DPA10301-DPB10402 with pseudo-sequence HLA-DPA10301-DPB10402. The binding affinity (normalized) is 0.327. The peptide sequence is KMMGVPLQCSA.